Dataset: Forward reaction prediction with 1.9M reactions from USPTO patents (1976-2016). Task: Predict the product of the given reaction. (1) Given the reactants [F:1][C:2]1[C:3]([CH2:8][O:9][C:10]2[C:11]3[N:12]([C:17]([C:21]([O:23]CC)=[O:22])=[C:18]([CH3:20])[N:19]=3)[CH:13]=[C:14]([CH3:16])[CH:15]=2)=[N:4][CH:5]=[CH:6][CH:7]=1.[OH-].[Li+].[ClH:28], predict the reaction product. The product is: [ClH:28].[F:1][C:2]1[C:3]([CH2:8][O:9][C:10]2[C:11]3[N:12]([C:17]([C:21]([OH:23])=[O:22])=[C:18]([CH3:20])[N:19]=3)[CH:13]=[C:14]([CH3:16])[CH:15]=2)=[N:4][CH:5]=[CH:6][CH:7]=1. (2) The product is: [C:11]([CH2:10][C:9]([N:56]1[CH2:57][CH2:58][CH2:59][C@@H:54]([NH:53][C:33]2[N:32]=[C:31]([C:28]3[N:26]4[CH:27]=[C:22]([F:21])[CH:23]=[CH:24][C:25]4=[N:30][CH:29]=3)[N:36]=[C:35]([N:37]3[CH2:38][CH2:39][N:40]([C:43]([O:45][CH2:46][C:47]4[CH:52]=[CH:51][CH:50]=[CH:49][CH:48]=4)=[O:44])[CH2:41][CH2:42]3)[CH:34]=2)[CH2:55]1)=[O:8])#[N:12]. Given the reactants O=C1CCC(=O)N1[O:8][C:9](=O)[CH2:10][C:11]#[N:12].C(N(CC)CC)C.[F:21][C:22]1[CH:23]=[CH:24][C:25]2[N:26]([C:28]([C:31]3[N:36]=[C:35]([N:37]4[CH2:42][CH2:41][N:40]([C:43]([O:45][CH2:46][C:47]5[CH:52]=[CH:51][CH:50]=[CH:49][CH:48]=5)=[O:44])[CH2:39][CH2:38]4)[CH:34]=[C:33]([NH:53][C@@H:54]4[CH2:59][CH2:58][CH2:57][NH:56][CH2:55]4)[N:32]=3)=[CH:29][N:30]=2)[CH:27]=1, predict the reaction product.